From a dataset of NCI-60 drug combinations with 297,098 pairs across 59 cell lines. Regression. Given two drug SMILES strings and cell line genomic features, predict the synergy score measuring deviation from expected non-interaction effect. (1) Drug 1: COC1=CC(=CC(=C1O)OC)C2C3C(COC3=O)C(C4=CC5=C(C=C24)OCO5)OC6C(C(C7C(O6)COC(O7)C8=CC=CS8)O)O. Drug 2: C1=CC(=CC=C1C#N)C(C2=CC=C(C=C2)C#N)N3C=NC=N3. Cell line: T-47D. Synergy scores: CSS=34.8, Synergy_ZIP=-9.82, Synergy_Bliss=-1.30, Synergy_Loewe=-32.1, Synergy_HSA=-1.16. (2) Drug 1: COC1=C(C=C2C(=C1)N=CN=C2NC3=CC(=C(C=C3)F)Cl)OCCCN4CCOCC4. Drug 2: C1=CC(=CC=C1CC(C(=O)O)N)N(CCCl)CCCl.Cl. Cell line: OVCAR-8. Synergy scores: CSS=50.1, Synergy_ZIP=-1.97, Synergy_Bliss=6.51, Synergy_Loewe=4.83, Synergy_HSA=7.69. (3) Drug 1: CS(=O)(=O)C1=CC(=C(C=C1)C(=O)NC2=CC(=C(C=C2)Cl)C3=CC=CC=N3)Cl. Drug 2: CC12CCC3C(C1CCC2O)C(CC4=C3C=CC(=C4)O)CCCCCCCCCS(=O)CCCC(C(F)(F)F)(F)F. Cell line: RPMI-8226. Synergy scores: CSS=-2.86, Synergy_ZIP=5.30, Synergy_Bliss=11.1, Synergy_Loewe=2.21, Synergy_HSA=3.05. (4) Drug 1: CC1=CC2C(CCC3(C2CCC3(C(=O)C)OC(=O)C)C)C4(C1=CC(=O)CC4)C. Drug 2: CN(C)N=NC1=C(NC=N1)C(=O)N. Cell line: ACHN. Synergy scores: CSS=1.26, Synergy_ZIP=-1.50, Synergy_Bliss=-0.542, Synergy_Loewe=-7.03, Synergy_HSA=-0.337.